From a dataset of Forward reaction prediction with 1.9M reactions from USPTO patents (1976-2016). Predict the product of the given reaction. (1) Given the reactants Cl.[CH3:2][C@H:3]1[CH2:8][N:7]([S:9]([C:12]2[S:13][CH:14]=[CH:15][CH:16]=2)(=[O:11])=[O:10])[CH2:6][CH2:5][NH:4]1.Cl[C:18]1[N:23]=[CH:22][C:21]([C:24]([OH:33])([C:29]([F:32])([F:31])[F:30])[C:25]([F:28])([F:27])[F:26])=[CH:20][N:19]=1.CCN(C(C)C)C(C)C, predict the reaction product. The product is: [F:28][C:25]([F:26])([F:27])[C:24]([C:21]1[CH:22]=[N:23][C:18]([N:4]2[CH2:5][CH2:6][N:7]([S:9]([C:12]3[S:13][CH:14]=[CH:15][CH:16]=3)(=[O:11])=[O:10])[CH2:8][C@@H:3]2[CH3:2])=[N:19][CH:20]=1)([OH:33])[C:29]([F:32])([F:31])[F:30]. (2) Given the reactants C([O:8][C:9]1[CH:18]=[C:17]2[C:12]([C:13](Cl)=[N:14][CH:15]=[N:16]2)=[CH:11][C:10]=1[O:20][CH3:21])C1C=CC=CC=1.[CH3:22][C:23]1[CH:29]=[CH:28][C:27]([N+:30]([O-:32])=[O:31])=[CH:26][C:24]=1[NH2:25], predict the reaction product. The product is: [CH3:21][O:20][C:10]1[CH:11]=[C:12]2[C:17](=[CH:18][C:9]=1[OH:8])[N:16]=[CH:15][N:14]=[C:13]2[NH:25][C:24]1[CH:26]=[C:27]([N+:30]([O-:32])=[O:31])[CH:28]=[CH:29][C:23]=1[CH3:22].